Task: Predict the reaction yield, written as a fraction of the theoretical maximum amount of product (1.0 means a 100% yield; for example, 0.34 means a 34% yield).. Dataset: Reaction yield outcomes from USPTO patents with 853,638 reactions (1) The yield is 0.0400. The product is [I-:30].[CH3:18][O:17][C:9]1[CH:10]=[CH:11][C:12]2[C:7](=[C:6]([C:19]([O:21][C:22]3[C:23]([Br:29])=[CH:24][CH:25]=[CH:26][C:27]=3[Br:28])=[O:20])[C:5]3[C:14]([N+:13]=2[CH2:31][CH2:32][CH2:33][C:34]([O:36][N:37]2[C:38](=[O:43])[CH2:39][CH2:40][C:41]2=[O:42])=[O:35])=[CH:15][CH:16]=[C:3]([O:2][CH3:1])[CH:4]=3)[CH:8]=1. The reactants are [CH3:1][O:2][C:3]1[CH:16]=[CH:15][C:14]2[C:5](=[C:6]([C:19]([O:21][C:22]3[C:27]([Br:28])=[CH:26][CH:25]=[CH:24][C:23]=3[Br:29])=[O:20])[C:7]3[C:12]([N:13]=2)=[CH:11][CH:10]=[C:9]([O:17][CH3:18])[CH:8]=3)[CH:4]=1.[I:30][CH2:31][CH2:32][CH2:33][C:34]([O:36][N:37]1[C:41](=[O:42])[CH2:40][CH2:39][C:38]1=[O:43])=[O:35]. The catalyst is C(#N)C. (2) The reactants are [N:1]1[CH:6]=[CH:5][CH:4]=[C:3]([CH:7]=[N:8][OH:9])[CH:2]=1.[CH2:10]([N:13]1[CH2:17][CH2:16][CH2:15][C:14]1=[O:18])[CH:11]=[CH2:12]. The catalyst is C(Cl)(Cl)Cl.CO. The product is [N:1]1[CH:6]=[CH:5][CH:4]=[C:3]([C:7]2[CH2:12][CH:11]([CH2:10][N:13]3[CH2:17][CH2:16][CH2:15][C:14]3=[O:18])[O:9][N:8]=2)[CH:2]=1. The yield is 0.580.